From a dataset of Acute oral toxicity (LD50) regression data from Zhu et al.. Regression/Classification. Given a drug SMILES string, predict its toxicity properties. Task type varies by dataset: regression for continuous values (e.g., LD50, hERG inhibition percentage) or binary classification for toxic/non-toxic outcomes (e.g., AMES mutagenicity, cardiotoxicity, hepatotoxicity). Dataset: ld50_zhu. (1) The drug is O=c1c2ccccc2c2ccc3c4c(ccc1c24)c1ccc2c(=O)c4ccccc4c4nn3c1c24. The rat oral LD50 is 1.51, given as -log10 of the dose in mol/kg body weight (higher means more acutely toxic). (2) The rat oral LD50 is 3.26, given as -log10 of the dose in mol/kg body weight (higher means more acutely toxic). The drug is CCC1OP(=S)(Cl)OC2CCCCC12.